From a dataset of Forward reaction prediction with 1.9M reactions from USPTO patents (1976-2016). Predict the product of the given reaction. Given the reactants C([O:8][N:9]1[C:15](=[O:16])[N:14]2[CH2:17][C@H:10]1[CH2:11][CH2:12][C@H:13]2[C:18]([NH:20][N:21]([CH3:23])[CH3:22])=[O:19])C1C=CC=CC=1, predict the reaction product. The product is: [OH:8][N:9]1[C:15](=[O:16])[N:14]2[CH2:17][C@H:10]1[CH2:11][CH2:12][C@H:13]2[C:18]([NH:20][N:21]([CH3:23])[CH3:22])=[O:19].